This data is from Full USPTO retrosynthesis dataset with 1.9M reactions from patents (1976-2016). The task is: Predict the reactants needed to synthesize the given product. Given the product [OH:41][CH2:40][C:39]([N:35]1[CH2:36][CH2:37][CH:32]([O:31][C:26]2[CH:25]=[CH:24][C:23]([C:20]3[N:19]=[CH:18][N:17]=[C:16]4[C:21]=3[N:22]=[C:14]([C:11]3[CH:10]=[CH:9][C:8]([N:5]5[CH2:4][CH2:3][N:2]([CH3:1])[CH2:7][CH2:6]5)=[CH:13][CH:12]=3)[NH:15]4)=[CH:30][C:27]=2[C:28]#[N:29])[CH2:33][CH2:34]1)=[O:38], predict the reactants needed to synthesize it. The reactants are: [CH3:1][N:2]1[CH2:7][CH2:6][N:5]([C:8]2[CH:13]=[CH:12][C:11]([C:14]3[NH:15][C:16]4[C:21]([N:22]=3)=[C:20]([C:23]3[CH:24]=[CH:25][C:26]([O:31][CH:32]5[CH2:37][CH2:36][NH:35][CH2:34][CH2:33]5)=[C:27]([CH:30]=3)[C:28]#[N:29])[N:19]=[CH:18][N:17]=4)=[CH:10][CH:9]=2)[CH2:4][CH2:3]1.[OH:38][CH2:39][C:40](O)=[O:41].CCN(C(C)C)C(C)C.CN(C(ON1N=NC2C=CC=NC1=2)=[N+](C)C)C.F[P-](F)(F)(F)(F)F.